Dataset: Reaction yield outcomes from USPTO patents with 853,638 reactions. Task: Predict the reaction yield, written as a fraction of the theoretical maximum amount of product (1.0 means a 100% yield; for example, 0.34 means a 34% yield). (1) The product is [Cl:22][C:18]1[CH:17]=[C:16]([S:15][C:13]2[CH:12]=[CH:11][N:10]=[C:9]([NH:7][C:4]3[S:5][CH:6]=[C:2]([CH3:1])[N:3]=3)[CH:14]=2)[CH:21]=[CH:20][CH:19]=1. The catalyst is C1(C)C=CC=CC=1.C1C=CC(/C=C/C(/C=C/C2C=CC=CC=2)=O)=CC=1.C1C=CC(/C=C/C(/C=C/C2C=CC=CC=2)=O)=CC=1.C1C=CC(/C=C/C(/C=C/C2C=CC=CC=2)=O)=CC=1.[Pd].[Pd].C1(P(C2C=CC=CC=2)C2C3OC4C(=CC=CC=4P(C4C=CC=CC=4)C4C=CC=CC=4)C(C)(C)C=3C=CC=2)C=CC=CC=1. The reactants are [CH3:1][C:2]1[N:3]=[C:4]([NH2:7])[S:5][CH:6]=1.Cl[C:9]1[CH:14]=[C:13]([S:15][C:16]2[CH:21]=[CH:20][CH:19]=[C:18]([Cl:22])[CH:17]=2)[CH:12]=[CH:11][N:10]=1.P([O-])([O-])([O-])=O.[K+].[K+].[K+].O. The yield is 0.759. (2) The reactants are [I:1][C:2]1[CH:3]=[C:4]2[C:8](=[CH:9][CH:10]=1)[N:7]([CH:11]1[CH2:16][CH2:15][CH2:14][CH2:13][O:12]1)[N:6]=[C:5]2[C:17](N(OC)C)=[O:18].[H-].[H-].[H-].[H-].[Li+].[Al+3]. The catalyst is C1COCC1.[Cl-].[NH4+]. The product is [I:1][C:2]1[CH:3]=[C:4]2[C:8](=[CH:9][CH:10]=1)[N:7]([CH:11]1[CH2:16][CH2:15][CH2:14][CH2:13][O:12]1)[N:6]=[C:5]2[CH:17]=[O:18]. The yield is 0.930. (3) The reactants are C([O:3][C:4](=[O:33])[CH2:5][N:6]1[C:14]2[C:9](=[CH:10][C:11]([F:15])=[CH:12][CH:13]=2)[C:8]([CH2:16][C:17]2[C:18]([S:23]([C:26]3[CH:31]=[CH:30][CH:29]=[CH:28][CH:27]=3)(=[O:25])=[O:24])=[N:19][CH:20]=[CH:21][CH:22]=2)=[C:7]1[CH3:32])C.[OH-].[K+]. The catalyst is C1COCC1.O. The product is [C:26]1([S:23]([C:18]2[C:17]([CH2:16][C:8]3[C:9]4[C:14](=[CH:13][CH:12]=[C:11]([F:15])[CH:10]=4)[N:6]([CH2:5][C:4]([OH:33])=[O:3])[C:7]=3[CH3:32])=[CH:22][CH:21]=[CH:20][N:19]=2)(=[O:25])=[O:24])[CH:31]=[CH:30][CH:29]=[CH:28][CH:27]=1. The yield is 1.00. (4) The reactants are [CH:1]([N:4]1[C:9]([CH3:10])=[CH:8][CH:7]=[C:6]([C:11]([O:13][CH2:14][CH3:15])=[O:12])[C:5]1=[O:16])([CH3:3])[CH3:2].[Cl:17]N1C(=O)CCC1=O. The catalyst is CN(C)C=O. The product is [Cl:17][C:8]1[CH:7]=[C:6]([C:11]([O:13][CH2:14][CH3:15])=[O:12])[C:5](=[O:16])[N:4]([CH:1]([CH3:2])[CH3:3])[C:9]=1[CH3:10]. The yield is 0.920. (5) The reactants are [Cl:1][C:2]1[CH:3]=[CH:4][C:5]([N+:18]([O-])=O)=[C:6]([CH:17]=1)[C:7]([NH:9][C:10]1[CH:15]=[CH:14][C:13]([Cl:16])=[CH:12][N:11]=1)=[O:8].N. The catalyst is C(OCC)(=O)C. The product is [NH2:18][C:5]1[CH:4]=[CH:3][C:2]([Cl:1])=[CH:17][C:6]=1[C:7]([NH:9][C:10]1[CH:15]=[CH:14][C:13]([Cl:16])=[CH:12][N:11]=1)=[O:8]. The yield is 0.810.